From a dataset of Forward reaction prediction with 1.9M reactions from USPTO patents (1976-2016). Predict the product of the given reaction. (1) Given the reactants O.[NH2:2][NH2:3].[Cl:4][C:5]1[CH:10]=[CH:9][C:8]([C:11](=O)[C:12]#[C:13][C:14]2[S:15][CH:16]=[CH:17][CH:18]=2)=[CH:7][CH:6]=1, predict the reaction product. The product is: [Cl:4][C:5]1[CH:10]=[CH:9][C:8]([C:11]2[CH:12]=[C:13]([C:14]3[S:15][CH:16]=[CH:17][CH:18]=3)[NH:3][N:2]=2)=[CH:7][CH:6]=1. (2) Given the reactants Br[C:2]1[N:3]([CH3:10])[C:4]([N+:7]([O-:9])=[O:8])=[CH:5][N:6]=1.Cl.[Cl:12][C:13]1[C:17]([Cl:18])=[C:16]([CH3:19])[NH:15][C:14]=1[C:20]([NH:22][CH:23]1[CH2:28][CH2:27][NH:26][CH2:25][CH2:24]1)=[O:21].CCOC(C)=O, predict the reaction product. The product is: [Cl:12][C:13]1[C:17]([Cl:18])=[C:16]([CH3:19])[NH:15][C:14]=1[C:20]([NH:22][CH:23]1[CH2:28][CH2:27][N:26]([C:2]2[N:3]([CH3:10])[C:4]([N+:7]([O-:9])=[O:8])=[CH:5][N:6]=2)[CH2:25][CH2:24]1)=[O:21]. (3) Given the reactants [CH3:1][O:2][C:3]1[CH:8]=[CH:7][C:6]([NH2:9])=[CH:5][CH:4]=1.O=[C:11]1[CH2:16][CH2:15][N:14]([C@H:17]([CH3:21])[CH2:18][C:19]#[N:20])[CH2:13][CH2:12]1, predict the reaction product. The product is: [NH2:20][CH2:19][CH2:18][C@H:17]([N:14]1[CH2:15][CH2:16][CH:11]([NH:9][C:6]2[CH:7]=[CH:8][C:3]([O:2][CH3:1])=[CH:4][CH:5]=2)[CH2:12][CH2:13]1)[CH3:21]. (4) Given the reactants I[C:2]1[CH:3]=[N:4][CH:5]=[CH:6][C:7]=1[C:8]1[O:9][C:10]2[CH:16]=[CH:15][C:14]([C:17]([F:20])([F:19])[F:18])=[CH:13][C:11]=2[N:12]=1.[N:21]1[CH:26]=[CH:25][CH:24]=[C:23](B(O)O)[CH:22]=1.O1CCOCC1.C(=O)([O-])[O-].[Na+].[Na+], predict the reaction product. The product is: [F:18][C:17]([F:20])([F:19])[C:14]1[CH:15]=[CH:16][C:10]2[O:9][C:8]([C:7]3[CH:6]=[CH:5][N:4]=[CH:3][C:2]=3[C:23]3[CH:22]=[N:21][CH:26]=[CH:25][CH:24]=3)=[N:12][C:11]=2[CH:13]=1. (5) The product is: [ClH:8].[ClH:8].[CH3:54][C:51]([CH3:52])([CH3:53])[C@H:43]([NH:42][C:36](=[O:37])[C:35]1[CH:39]=[CH:40][C:32]([C:29]2[CH:30]=[N:31][C:26]3[N:27]([C:23]([C:20]4([C:16]5[CH:15]=[C:14]6[C:19](=[CH:18][CH:17]=5)[N:10]=[CH:11][CH:12]=[CH:13]6)[CH2:22][CH2:21]4)=[CH:24][N:25]=3)[CH:28]=2)=[CH:33][CH:34]=1)[C:44]([OH:46])=[O:45]. Given the reactants C(N(CC)CC)C.[ClH:8].Cl.[N:10]1[C:19]2[C:14](=[CH:15][C:16]([C:20]3([C:23]4[N:27]5[CH:28]=[C:29]([C:32]6[CH:40]=[CH:39][C:35]([C:36](O)=[O:37])=[CH:34][CH:33]=6)[CH:30]=[N:31][C:26]5=[N:25][CH:24]=4)[CH2:22][CH2:21]3)=[CH:17][CH:18]=2)[CH:13]=[CH:12][CH:11]=1.Cl.[NH2:42][C@@H:43]([C:51]([CH3:54])([CH3:53])[CH3:52])[C:44]([O:46]C(C)(C)C)=[O:45].F[P-](F)(F)(F)(F)F.N1(O[P+](N(C)C)(N(C)C)N(C)C)C2C=CC=CC=2N=N1, predict the reaction product.